The task is: Predict the reactants needed to synthesize the given product.. This data is from Full USPTO retrosynthesis dataset with 1.9M reactions from patents (1976-2016). (1) Given the product [C:1]([O:5][C:6]([N:8]1[CH2:13][CH2:12][CH2:11][CH2:10][C@@H:9]1[C:14](=[O:32])[NH:15][C:16]1[CH:17]=[C:18]([C:23]2[CH:24]=[CH:25][C:26]([C:29](=[O:30])[NH:52][C:49]3[CH:50]=[CH:51][C:46]([CH2:45][N:42]4[CH2:41][CH2:40][N:39]([S:36]([CH2:33][CH2:34][CH3:35])(=[O:38])=[O:37])[CH2:44][CH2:43]4)=[CH:47][CH:48]=3)=[CH:27][CH:28]=2)[C:19]([Cl:22])=[CH:20][CH:21]=1)=[O:7])([CH3:2])([CH3:3])[CH3:4], predict the reactants needed to synthesize it. The reactants are: [C:1]([O:5][C:6]([N:8]1[CH2:13][CH2:12][CH2:11][CH2:10][C@@H:9]1[C:14](=[O:32])[NH:15][C:16]1[CH:17]=[C:18]([C:23]2[CH:28]=[CH:27][C:26]([C:29](O)=[O:30])=[CH:25][CH:24]=2)[C:19]([Cl:22])=[CH:20][CH:21]=1)=[O:7])([CH3:4])([CH3:3])[CH3:2].[CH2:33]([S:36]([N:39]1[CH2:44][CH2:43][N:42]([CH2:45][C:46]2[CH:51]=[CH:50][C:49]([NH2:52])=[CH:48][CH:47]=2)[CH2:41][CH2:40]1)(=[O:38])=[O:37])[CH2:34][CH3:35].CN(C(ON1N=NC2C=CC=CC1=2)=[N+](C)C)C.F[P-](F)(F)(F)(F)F.CN1CCOCC1. (2) Given the product [F:28][C:16]1[CH:15]=[C:14]([CH:19]=[C:18]([C:20]2([O:26][CH3:27])[CH2:21][CH2:22][O:23][CH2:24][CH2:25]2)[CH:17]=1)[O:13][CH2:12][C:7]1[CH:8]=[C:9]2[C:4](=[CH:5][CH:6]=1)[N:3]1[N:29]=[N:30][N:31]=[C:2]1[CH:11]=[CH:10]2, predict the reactants needed to synthesize it. The reactants are: Cl[C:2]1[CH:11]=[CH:10][C:9]2[C:4](=[CH:5][CH:6]=[C:7]([CH2:12][O:13][C:14]3[CH:19]=[C:18]([C:20]4([O:26][CH3:27])[CH2:25][CH2:24][O:23][CH2:22][CH2:21]4)[CH:17]=[C:16]([F:28])[CH:15]=3)[CH:8]=2)[N:3]=1.[N-:29]=[N+:30]=[N-:31].[Na+]. (3) Given the product [CH3:1][O:2][C:3](=[O:32])[CH2:4][O:5][C:6]1[CH:11]=[CH:10][CH:9]=[CH:8][C:7]=1[N:12]([C:14](=[O:31])[C:15]1[CH:20]=[CH:19][C:18]([Cl:21])=[C:17]([C:34]2[CH:39]=[N:38][C:37]([Cl:40])=[CH:36][C:35]=2[CH3:41])[CH:16]=1)[CH3:13], predict the reactants needed to synthesize it. The reactants are: [CH3:1][O:2][C:3](=[O:32])[CH2:4][O:5][C:6]1[CH:11]=[CH:10][CH:9]=[CH:8][C:7]=1[N:12]([C:14](=[O:31])[C:15]1[CH:20]=[CH:19][C:18]([Cl:21])=[C:17](B2OC(C)(C)C(C)(C)O2)[CH:16]=1)[CH3:13].Br[C:34]1[C:35]([CH3:41])=[CH:36][C:37]([Cl:40])=[N:38][CH:39]=1.C([O-])([O-])=O.[K+].[K+].